Predict the reactants needed to synthesize the given product. From a dataset of Full USPTO retrosynthesis dataset with 1.9M reactions from patents (1976-2016). The reactants are: Cl[C:2]1[CH:3]=[CH:4][CH:5]=[C:6]2[C:10]=1[NH:9][C:8]([B:11]1[O:15][C:14]([CH3:17])([CH3:16])[C:13]([CH3:19])([CH3:18])[O:12]1)=[CH:7]2.[C:20]([O:23]C1C=CC=C2C=1C=CN2)(=[O:22])[CH3:21]. Given the product [C:20]([O:23][C:5]1[CH:4]=[CH:3][CH:2]=[C:10]2[C:6]=1[CH:7]=[C:8]([B:11]1[O:15][C:14]([CH3:17])([CH3:16])[C:13]([CH3:19])([CH3:18])[O:12]1)[NH:9]2)(=[O:22])[CH3:21], predict the reactants needed to synthesize it.